Predict the reaction yield, written as a fraction of the theoretical maximum amount of product (1.0 means a 100% yield; for example, 0.34 means a 34% yield). From a dataset of Reaction yield outcomes from USPTO patents with 853,638 reactions. (1) The reactants are Cl.[Cl:2][CH2:3][CH2:4][NH:5][CH2:6][CH2:7][Cl:8].[C:9](O[C:9]([O:11][C:12]([CH3:15])([CH3:14])[CH3:13])=[O:10])([O:11][C:12]([CH3:15])([CH3:14])[CH3:13])=[O:10].C(N(CC)CC)C.O. The catalyst is ClCCl. The product is [C:12]([O:11][C:9]([N:5]([CH2:6][CH2:7][Cl:8])[CH2:4][CH2:3][Cl:2])=[O:10])([CH3:15])([CH3:14])[CH3:13]. The yield is 1.00. (2) The reactants are [H-].[Na+].[OH:3]/[N:4]=[C:5](\[C:11]1[CH:16]=[CH:15][C:14]([O:17][C:18]2[CH:23]=[CH:22][CH:21]=[CH:20][CH:19]=2)=[CH:13][CH:12]=1)/[C:6]([O:8]CC)=[O:7].Cl[CH2:25][C:26]1[CH:45]=[CH:44][C:29]([O:30][CH2:31][C:32]2[N:33]=[C:34]([C:38]3[CH:43]=[CH:42][CH:41]=[CH:40][CH:39]=3)[O:35][C:36]=2[CH3:37])=[CH:28][CH:27]=1.Cl.C(=O)(O)[O-].[Na+]. The catalyst is CN(C)C=O. The product is [CH3:37][C:36]1[O:35][C:34]([C:38]2[CH:39]=[CH:40][CH:41]=[CH:42][CH:43]=2)=[N:33][C:32]=1[CH2:31][O:30][C:29]1[CH:28]=[CH:27][C:26]([CH2:25][O:3]/[N:4]=[C:5](\[C:11]2[CH:12]=[CH:13][C:14]([O:17][C:18]3[CH:19]=[CH:20][CH:21]=[CH:22][CH:23]=3)=[CH:15][CH:16]=2)/[C:6]([OH:8])=[O:7])=[CH:45][CH:44]=1. The yield is 0.810. (3) The reactants are Cl.[F:2][C:3]1([C:9]([O:11][CH2:12][CH3:13])=[O:10])[CH2:8][CH2:7][NH:6][CH2:5][CH2:4]1.C([O-])([O-])=O.[K+].[K+].O.[CH2:21]([O:23][C:24]([N:26]1[CH2:32][CH2:31][CH2:30][C:29](=O)[CH2:28][CH2:27]1)=[O:25])[CH3:22]. The catalyst is CO.[Cl-].[Zn+2].[Cl-]. The product is [F:2][C:3]1([C:9]([O:11][CH2:12][CH3:13])=[O:10])[CH2:4][CH2:5][N:6]([CH:29]2[CH2:30][CH2:31][CH2:32][N:26]([C:24]([O:23][CH2:21][CH3:22])=[O:25])[CH2:27][CH2:28]2)[CH2:7][CH2:8]1. The yield is 0.460.